From a dataset of Reaction yield outcomes from USPTO patents with 853,638 reactions. Predict the reaction yield, written as a fraction of the theoretical maximum amount of product (1.0 means a 100% yield; for example, 0.34 means a 34% yield). (1) The product is [CH3:35][O:18][C:17]([C:15]1[CH:16]=[C:11]2[C:10]([CH3:30])=[C:9]([CH3:31])[N:8]([CH2:1][C:2]3[CH:3]=[CH:4][CH:5]=[CH:6][CH:7]=3)[C:12]2=[C:13]([N:20]2[CH2:29][CH2:28][C:27]3[C:22](=[CH:23][CH:24]=[CH:25][CH:26]=3)[CH2:21]2)[N:14]=1)=[O:19]. The catalyst is CN(C)C=O. The reactants are [CH2:1]([N:8]1[C:12]2=[C:13]([N:20]3[CH2:29][CH2:28][C:27]4[C:22](=[CH:23][CH:24]=[CH:25][CH:26]=4)[CH2:21]3)[N:14]=[C:15]([C:17]([OH:19])=[O:18])[CH:16]=[C:11]2[C:10]([CH3:30])=[C:9]1[CH3:31])[C:2]1[CH:7]=[CH:6][CH:5]=[CH:4][CH:3]=1.[OH-].[K+].I[CH3:35].O. The yield is 0.350. (2) The reactants are [CH3:1][S:2]([CH2:5][S:6]([O:9][C:10]1[CH:15]=[CH:14][CH:13]=[CH:12][CH:11]=1)(=[O:8])=[O:7])(=[O:4])=[O:3].[OH-].[Na+].[CH3:18][S:19](Cl)(=[O:21])=[O:20]. The catalyst is O. The product is [CH3:1][S:2]([CH:5]([S:19]([CH3:18])(=[O:21])=[O:20])[S:6]([O:9][C:10]1[CH:15]=[CH:14][CH:13]=[CH:12][CH:11]=1)(=[O:7])=[O:8])(=[O:3])=[O:4]. The yield is 0.800. (3) The reactants are [C:1]([O:5][C:6]([N:8]1[CH2:25][CH2:24][C:11]2([O:16][CH:15]([C:17](O)=[O:18])[CH2:14][N:13]([CH2:20][CH:21]([F:23])[F:22])[CH2:12]2)[CH2:10][CH2:9]1)=[O:7])([CH3:4])([CH3:3])[CH3:2].[CH2:26]([NH2:29])[CH:27]=[CH2:28].C(P1(=O)OP(CCC)(=O)OP(CCC)(=O)O1)CC.C(N(CC)CC)C. The catalyst is CC1CCCO1. The product is [CH2:26]([NH:29][C:17]([CH:15]1[CH2:14][N:13]([CH2:20][CH:21]([F:23])[F:22])[CH2:12][C:11]2([CH2:10][CH2:9][N:8]([C:6]([O:5][C:1]([CH3:2])([CH3:4])[CH3:3])=[O:7])[CH2:25][CH2:24]2)[O:16]1)=[O:18])[CH:27]=[CH2:28]. The yield is 0.830. (4) The reactants are [F:1][C:2]1[CH:3]=[C:4]([CH:53]=[C:54]([F:56])[CH:55]=1)[CH2:5][C:6]1[CH:7]=[C:8]2[C:12](=[CH:13][CH:14]=1)[N:11]([C:15]([C:28]1[CH:33]=[CH:32][CH:31]=[CH:30][CH:29]=1)([C:22]1[CH:27]=[CH:26][CH:25]=[CH:24][CH:23]=1)[C:16]1[CH:21]=[CH:20][CH:19]=[CH:18][CH:17]=1)[N:10]=[C:9]2[NH:34][C:35](=[O:52])[C:36]1[CH:41]=[CH:40][C:39]([N:42]2[CH2:47][CH2:46][N:45]([CH3:48])[CH2:44][CH2:43]2)=[CH:38][C:37]=1[N+:49]([O-])=O.C([O-])=O.[NH4+]. The catalyst is CO.[Pd]. The product is [NH2:49][C:37]1[CH:38]=[C:39]([N:42]2[CH2:47][CH2:46][N:45]([CH3:48])[CH2:44][CH2:43]2)[CH:40]=[CH:41][C:36]=1[C:35]([NH:34][C:9]1[C:8]2[C:12](=[CH:13][CH:14]=[C:6]([CH2:5][C:4]3[CH:53]=[C:54]([F:56])[CH:55]=[C:2]([F:1])[CH:3]=3)[CH:7]=2)[N:11]([C:15]([C:28]2[CH:33]=[CH:32][CH:31]=[CH:30][CH:29]=2)([C:22]2[CH:27]=[CH:26][CH:25]=[CH:24][CH:23]=2)[C:16]2[CH:21]=[CH:20][CH:19]=[CH:18][CH:17]=2)[N:10]=1)=[O:52]. The yield is 0.870.